This data is from TCR-epitope binding with 47,182 pairs between 192 epitopes and 23,139 TCRs. The task is: Binary Classification. Given a T-cell receptor sequence (or CDR3 region) and an epitope sequence, predict whether binding occurs between them. (1) The epitope is KPLEFGATSAAL. The TCR CDR3 sequence is CASSMGGTGELFF. Result: 0 (the TCR does not bind to the epitope). (2) The epitope is AVFDRKSDAK. The TCR CDR3 sequence is CASSLIAEEEGYGYTF. Result: 0 (the TCR does not bind to the epitope). (3) The epitope is YVLDHLIVV. The TCR CDR3 sequence is CASSLGPTVPGNTIYF. Result: 0 (the TCR does not bind to the epitope). (4) The epitope is PROT_97E67BCC. The TCR CDR3 sequence is CASSVRTSGGTDTQYF. Result: 1 (the TCR binds to the epitope).